From a dataset of Catalyst prediction with 721,799 reactions and 888 catalyst types from USPTO. Predict which catalyst facilitates the given reaction. (1) Product: [Cl:21][C:13]1[C:12]([N:9]2[C:10]([CH3:11])=[C:6]([C:4]([OH:5])=[O:3])[CH:7]=[N:8]2)=[CH:17][C:16]([CH:18]2[CH2:20][CH2:19]2)=[CH:15][N:14]=1. Reactant: C([O:3][C:4]([C:6]1[CH:7]=[N:8][N:9]([C:12]2[C:13]([Cl:21])=[N:14][CH:15]=[C:16]([CH:18]3[CH2:20][CH2:19]3)[CH:17]=2)[C:10]=1[CH3:11])=[O:5])C.[OH-].[Na+].O. The catalyst class is: 7. (2) Reactant: [Br:1][C:2]1[CH:10]=[CH:9][C:5]([C:6](Cl)=[O:7])=[CH:4][CH:3]=1.C(N(C(C)C)CC)(C)C.[CH3:20][NH:21][O:22][CH3:23]. Product: [Br:1][C:2]1[CH:10]=[CH:9][C:5]([C:6]([N:21]([O:22][CH3:23])[CH3:20])=[O:7])=[CH:4][CH:3]=1. The catalyst class is: 13. (3) Reactant: [C:1]1([C:7]2[C:15]3[C:10](=[N:11][CH:12]=[C:13]([C:16]#[C:17][Si](C)(C)C)[N:14]=3)[O:9][C:8]=2[C:22]2[CH:27]=[CH:26][C:25]([C:28]3([NH:32][C:33](=[O:39])[O:34][C:35]([CH3:38])([CH3:37])[CH3:36])[CH2:31][CH2:30][CH2:29]3)=[CH:24][CH:23]=2)[CH:6]=[CH:5][CH:4]=[CH:3][CH:2]=1.C(=O)([O-])[O-].[K+].[K+]. Product: [C:16]([C:13]1[N:14]=[C:15]2[C:7]([C:1]3[CH:2]=[CH:3][CH:4]=[CH:5][CH:6]=3)=[C:8]([C:22]3[CH:27]=[CH:26][C:25]([C:28]4([NH:32][C:33](=[O:39])[O:34][C:35]([CH3:37])([CH3:36])[CH3:38])[CH2:31][CH2:30][CH2:29]4)=[CH:24][CH:23]=3)[O:9][C:10]2=[N:11][CH:12]=1)#[CH:17]. The catalyst class is: 5. (4) Reactant: [Br:1][C:2]1[CH:11]=[C:10]2[C:5]([C:6]([OH:27])=[C:7]([C:15]([NH:17][C@H:18]([C:20]([O:22]C(C)(C)C)=[O:21])[CH3:19])=[O:16])[C:8](=[O:14])[C:9]2([CH3:13])[CH3:12])=[CH:4][CH:3]=1.C(O)(C(F)(F)F)=O. Product: [Br:1][C:2]1[CH:11]=[C:10]2[C:5]([C:6]([OH:27])=[C:7]([C:15]([NH:17][C@H:18]([C:20]([OH:22])=[O:21])[CH3:19])=[O:16])[C:8](=[O:14])[C:9]2([CH3:12])[CH3:13])=[CH:4][CH:3]=1. The catalyst class is: 6.